This data is from Reaction yield outcomes from USPTO patents with 853,638 reactions. The task is: Predict the reaction yield, written as a fraction of the theoretical maximum amount of product (1.0 means a 100% yield; for example, 0.34 means a 34% yield). The reactants are [C:1]1([CH2:7][CH2:8][CH2:9][CH2:10][O:11][CH2:12][CH2:13][CH:14]([OH:19])[CH2:15][CH2:16][CH:17]=[CH2:18])[CH:6]=[CH:5][CH:4]=[CH:3][CH:2]=1.C1(CCCCOCCC=O)C=CC=CC=1. No catalyst specified. The product is [C:1]1([CH2:7][CH2:8][CH2:9][CH2:10][O:11][CH2:12][CH2:13][C:14](=[O:19])[CH2:15][CH2:16][CH:17]=[CH2:18])[CH:6]=[CH:5][CH:4]=[CH:3][CH:2]=1. The yield is 0.880.